Dataset: Full USPTO retrosynthesis dataset with 1.9M reactions from patents (1976-2016). Task: Predict the reactants needed to synthesize the given product. (1) Given the product [ClH:34].[NH2:2][CH2:3][C:4]([C:6]1[CH:11]=[CH:10][C:9]2[O:33][CH2:13][CH2:12][O:15][C:8]=2[CH:7]=1)=[O:5], predict the reactants needed to synthesize it. The reactants are: Cl.[NH2:2][CH2:3][C:4]([C:6]1[CH:11]=[CH:10][CH:9]=[CH:8][CH:7]=1)=[O:5].[C:12]([O-:15])(=O)[CH3:13].[Na+].C([Cl:34])(=[O:33])CCCCCCCCCCCCCCC. (2) Given the product [CH3:21][C:8]1[CH:9]=[C:10]([C:11]2[CH:16]=[CH:15][CH:14]=[C:13]([C:17]([F:19])([F:18])[F:20])[CH:12]=2)[C:5]([C:3]([OH:4])=[O:2])=[N:6][C:7]=1[C:22]([N:24]1[CH2:25][CH2:26][CH:27]([N:30]2[CH2:31][CH2:32][CH2:33][CH2:34]2)[CH2:28][CH2:29]1)=[O:23], predict the reactants needed to synthesize it. The reactants are: C[O:2][C:3]([C:5]1[C:10]([C:11]2[CH:16]=[CH:15][CH:14]=[C:13]([C:17]([F:20])([F:19])[F:18])[CH:12]=2)=[CH:9][C:8]([CH3:21])=[C:7]([C:22]([N:24]2[CH2:29][CH2:28][CH:27]([N:30]3[CH2:34][CH2:33][CH2:32][CH2:31]3)[CH2:26][CH2:25]2)=[O:23])[N:6]=1)=[O:4].[OH-].[Li+]. (3) Given the product [N+:27]([C:22]1[CH:23]=[C:24]2[C:19](=[CH:20][CH:21]=1)[N:18]=[C:17]([N:11]1[CH2:10][CH:9]3[NH:8][CH:13]([CH2:14][CH2:15][CH2:16]3)[CH2:12]1)[CH:26]=[CH:25]2)([O-:29])=[O:28], predict the reactants needed to synthesize it. The reactants are: C(OC([N:8]1[CH:13]2[CH2:14][CH2:15][CH2:16][CH:9]1[CH2:10][N:11]([C:17]1[CH:26]=[CH:25][C:24]3[C:19](=[CH:20][CH:21]=[C:22]([N+:27]([O-:29])=[O:28])[CH:23]=3)[N:18]=1)[CH2:12]2)=O)(C)(C)C.FC(F)(F)C(O)=O.N. (4) Given the product [F:5][C:6]1[C:11]([N+:1]([O-:4])=[O:2])=[CH:10][C:9]([C:12](=[O:18])[C:13]([O:15][CH2:16][CH3:17])=[O:14])=[C:8]([CH3:19])[CH:7]=1, predict the reactants needed to synthesize it. The reactants are: [N+:1]([O-:4])(O)=[O:2].[F:5][C:6]1[CH:11]=[CH:10][C:9]([C:12](=[O:18])[C:13]([O:15][CH2:16][CH3:17])=[O:14])=[C:8]([CH3:19])[CH:7]=1. (5) Given the product [Br:26][C:21]1[CH:20]=[CH:19][C:18]2[N:17]([CH2:27][CH:28]([OH:39])[CH2:29][N:30]([C:31]3[CH:36]=[CH:35][CH:34]=[C:33]([O:37][CH3:38])[CH:32]=3)[C:8](=[O:10])[CH3:9])[C:16]3[C:24]([C:23]=2[CH:22]=1)=[CH:25][C:13]([Br:12])=[CH:14][CH:15]=3, predict the reactants needed to synthesize it. The reactants are: C(N(CC)CC)C.[C:8](Cl)(=[O:10])[CH3:9].[Br:12][C:13]1[CH:14]=[CH:15][C:16]2[N:17]([CH2:27][CH:28]([OH:39])[CH2:29][NH:30][C:31]3[CH:36]=[CH:35][CH:34]=[C:33]([O:37][CH3:38])[CH:32]=3)[C:18]3[C:23]([C:24]=2[CH:25]=1)=[CH:22][C:21]([Br:26])=[CH:20][CH:19]=3.C([Sn](=O)CCCC)CCC. (6) Given the product [Cl:8][C:9]1[CH:14]=[CH:13][C:12]([C@H:15]([N:17]2[C:21]3[CH:22]=[C:23]([C:26]4[CH2:27][CH2:28][N:29]([C:32]([C@H:34]5[CH2:38][CH2:37][CH2:36][NH:35]5)=[O:33])[CH2:30][CH:31]=4)[CH:24]=[CH:25][C:20]=3[N:19]=[CH:18]2)[CH3:16])=[C:11]([F:46])[CH:10]=1, predict the reactants needed to synthesize it. The reactants are: FC(F)(F)C(O)=O.[Cl:8][C:9]1[CH:14]=[CH:13][C:12]([C@H:15]([N:17]2[C:21]3[CH:22]=[C:23]([C:26]4[CH2:27][CH2:28][N:29]([C:32]([C@H:34]5[CH2:38][CH2:37][CH2:36][N:35]5C(OC(C)(C)C)=O)=[O:33])[CH2:30][CH:31]=4)[CH:24]=[CH:25][C:20]=3[N:19]=[CH:18]2)[CH3:16])=[C:11]([F:46])[CH:10]=1. (7) Given the product [Br:31][C:16]1[N:9]2[C:10]3[C:5]([CH2:6][CH2:7][C:8]2=[C:18]([C:19]([O:21][CH2:22][CH3:23])=[O:20])[N:17]=1)=[CH:4][C:3]([O:2][CH3:1])=[C:12]([N+:13]([O-:15])=[O:14])[CH:11]=3, predict the reactants needed to synthesize it. The reactants are: [CH3:1][O:2][C:3]1[CH:4]=[C:5]2[C:10](=[CH:11][C:12]=1[N+:13]([O-:15])=[O:14])[N:9]1[CH:16]=[N:17][C:18]([C:19]([O:21][CH2:22][CH3:23])=[O:20])=[C:8]1[CH2:7][CH2:6]2.C1C(=O)N([Br:31])C(=O)C1.O. (8) Given the product [CH:29]1([CH:21]([C:18]2[CH:19]=[CH:20][C:15]([CH2:14][N:2]3[C:3](=[O:10])[C:4]4[C:9](=[CH:8][CH:7]=[CH:6][CH:5]=4)[NH:1]3)=[CH:16][CH:17]=2)[C:22]([O:24][C:25]([CH3:26])([CH3:28])[CH3:27])=[O:23])[CH2:33][CH2:32][CH2:31][CH2:30]1, predict the reactants needed to synthesize it. The reactants are: [NH:1]1[C:9]2[C:4](=[CH:5][CH:6]=[CH:7][CH:8]=2)[C:3](=[O:10])[NH:2]1.[H-].[Na+].Br[CH2:14][C:15]1[CH:20]=[CH:19][C:18]([CH:21]([CH:29]2[CH2:33][CH2:32][CH2:31][CH2:30]2)[C:22]([O:24][C:25]([CH3:28])([CH3:27])[CH3:26])=[O:23])=[CH:17][CH:16]=1.O. (9) Given the product [C:11]([O:15][C:16]([N:18]1[CH2:19][CH:20]=[C:21]([C:6]2[S:7][CH:8]=[CH:9][C:5]=2[C:3]([O:2][CH3:1])=[O:4])[CH2:22][CH2:23]1)=[O:17])([CH3:14])([CH3:12])[CH3:13], predict the reactants needed to synthesize it. The reactants are: [CH3:1][O:2][C:3]([C:5]1[CH:9]=[CH:8][S:7][C:6]=1Br)=[O:4].[C:11]([O:15][C:16]([N:18]1[CH2:23][CH:22]=[C:21](B2OC(C)(C)C(C)(C)O2)[CH2:20][CH2:19]1)=[O:17])([CH3:14])([CH3:13])[CH3:12].C([O-])([O-])=O.[Na+].[Na+]. (10) Given the product [NH:37]1[C:45]2[C:40](=[C:41]([C:46]3[CH:54]=[C:53]4[C:49]([CH:50]=[N:51][NH:52]4)=[C:48]([NH:55][C:10](=[O:12])[CH2:9][CH2:8][CH2:7][N:1]4[CH2:2][CH2:3][O:4][CH2:5][CH2:6]4)[CH:47]=3)[CH:42]=[CH:43][CH:44]=2)[CH:39]=[CH:38]1, predict the reactants needed to synthesize it. The reactants are: [N:1]1([CH2:7][CH2:8][CH2:9][C:10]([OH:12])=O)[CH2:6][CH2:5][O:4][CH2:3][CH2:2]1.CN(C(ON1N=NC2C=CC=NC1=2)=[N+](C)C)C.F[P-](F)(F)(F)(F)F.[NH:37]1[C:45]2[C:40](=[C:41]([C:46]3[CH:47]=[C:48]([NH2:55])[C:49]4[CH:50]=[N:51][NH:52][C:53]=4[CH:54]=3)[CH:42]=[CH:43][CH:44]=2)[CH:39]=[CH:38]1.CCN(C(C)C)C(C)C.